From a dataset of Peptide-MHC class I binding affinity with 185,985 pairs from IEDB/IMGT. Regression. Given a peptide amino acid sequence and an MHC pseudo amino acid sequence, predict their binding affinity value. This is MHC class I binding data. The peptide sequence is LAYASYFSF. The MHC is HLA-C03:03 with pseudo-sequence HLA-C03:03. The binding affinity (normalized) is 0.936.